Dataset: TCR-epitope binding with 47,182 pairs between 192 epitopes and 23,139 TCRs. Task: Binary Classification. Given a T-cell receptor sequence (or CDR3 region) and an epitope sequence, predict whether binding occurs between them. (1) The epitope is ATVVIGTSK. The TCR CDR3 sequence is CASSFPLAGTLMNEQFF. Result: 0 (the TCR does not bind to the epitope). (2) The TCR CDR3 sequence is CASSQEAPGGSPLHF. The epitope is KAYNVTQAF. Result: 1 (the TCR binds to the epitope). (3) The epitope is TSDLATNNLVVMAY. The TCR CDR3 sequence is CSANKGSEAFF. Result: 1 (the TCR binds to the epitope). (4) The epitope is DPFRLLQNSQVFS. The TCR CDR3 sequence is CASSLEWGGETQYF. Result: 0 (the TCR does not bind to the epitope). (5) The epitope is IQYIDIGNY. The TCR CDR3 sequence is CASSQDGGQVYTEAFF. Result: 1 (the TCR binds to the epitope). (6) The epitope is RQLLFVVEV. The TCR CDR3 sequence is CASSFPGADTQYF. Result: 1 (the TCR binds to the epitope). (7) The epitope is KLSYGIATV. The TCR CDR3 sequence is CSVFELDSRNYGYTF. Result: 1 (the TCR binds to the epitope).